Dataset: Forward reaction prediction with 1.9M reactions from USPTO patents (1976-2016). Task: Predict the product of the given reaction. (1) The product is: [CH3:16][O:15][C:7]1[C:6]([O:5][CH2:4][CH2:3][CH2:2][Cl:1])=[CH:14][C:13]([N+:17]([O-:19])=[O:18])=[C:9]([CH:8]=1)[C:10]([OH:12])=[O:11]. Given the reactants [Cl:1][CH2:2][CH2:3][CH2:4][O:5][C:6]1[CH:14]=[CH:13][C:9]([C:10]([OH:12])=[O:11])=[CH:8][C:7]=1[O:15][CH3:16].[N:17]([O-:19])=[O:18].[Na+].C(O)(=O)C.[N+]([O-])(O)=O, predict the reaction product. (2) Given the reactants [N:1]1[C:10]2[C:5](=[CH:6][C:7]([CH2:11][NH2:12])=[CH:8][CH:9]=2)[CH:4]=[CH:3][CH:2]=1.Br[C:14]1[C:15]([NH2:21])=[N:16][CH:17]=[C:18]([Br:20])[N:19]=1.C(N(CC)CC)C, predict the reaction product. The product is: [Br:20][C:18]1[N:19]=[C:14]([NH:12][CH2:11][C:7]2[CH:6]=[C:5]3[C:10](=[CH:9][CH:8]=2)[N:1]=[CH:2][CH:3]=[CH:4]3)[C:15]([NH2:21])=[N:16][CH:17]=1. (3) Given the reactants [OH:1][CH:2]1[C:7]([O:10][CH3:11])([O:8][CH3:9])[CH2:6][CH2:5][N:4]([C:12]([O:14][C:15]([CH3:18])([CH3:17])[CH3:16])=[O:13])[CH2:3]1.[H-].[Na+].C1(C)C=CC(S(O[CH2:31][CH2:32][F:33])(=O)=O)=CC=1, predict the reaction product. The product is: [F:33][CH2:32][CH2:31][O:1][CH:2]1[C:7]([O:8][CH3:9])([O:10][CH3:11])[CH2:6][CH2:5][N:4]([C:12]([O:14][C:15]([CH3:18])([CH3:17])[CH3:16])=[O:13])[CH2:3]1. (4) Given the reactants [Cl:1][C:2]1[CH:3]=[C:4]([C:8](=O)[CH2:9][CH2:10][CH2:11][CH2:12][N:13]2[CH2:18][CH2:17][CH:16]([C:19]3[CH:20]=[C:21]([NH:25][C:26](=[O:30])[CH:27]([CH3:29])[CH3:28])[CH:22]=[CH:23][CH:24]=3)[CH2:15][CH2:14]2)[CH:5]=[CH:6][CH:7]=1.Cl.[CH3:33][C:34]1[CH:39]=[CH:38][C:37]([NH:40]N)=[CH:36][CH:35]=1, predict the reaction product. The product is: [Cl:1][C:2]1[CH:3]=[C:4]([C:8]2[NH:40][C:37]3[C:38]([C:9]=2[CH2:10][CH2:11][CH2:12][N:13]2[CH2:18][CH2:17][CH:16]([C:19]4[CH:20]=[C:21]([NH:25][C:26](=[O:30])[CH:27]([CH3:29])[CH3:28])[CH:22]=[CH:23][CH:24]=4)[CH2:15][CH2:14]2)=[CH:39][C:34]([CH3:33])=[CH:35][CH:36]=3)[CH:5]=[CH:6][CH:7]=1. (5) Given the reactants [OH-].[Na+].C([NH:6][C:7]1[S:11][C:10]2[C:12]([O:24][CH2:25][CH2:26][N:27]([CH2:30][CH3:31])[CH2:28][CH3:29])=[C:13]([C:16]3[CH:21]=[CH:20][C:19]([O:22][CH3:23])=[CH:18][CH:17]=3)[CH:14]=[CH:15][C:9]=2[C:8]=1[C:32]([O:34][CH2:35][CH3:36])=[O:33])(=O)C, predict the reaction product. The product is: [NH2:6][C:7]1[S:11][C:10]2[C:12]([O:24][CH2:25][CH2:26][N:27]([CH2:28][CH3:29])[CH2:30][CH3:31])=[C:13]([C:16]3[CH:17]=[CH:18][C:19]([O:22][CH3:23])=[CH:20][CH:21]=3)[CH:14]=[CH:15][C:9]=2[C:8]=1[C:32]([O:34][CH2:35][CH3:36])=[O:33]. (6) Given the reactants [Cl:1][C:2]1[CH:3]=[C:4]([CH:6]=[C:7]([Cl:9])[CH:8]=1)[NH2:5].[CH2:10]([C:12](=O)[C:13]([O-:15])=[O:14])[CH3:11].[F:17][C:18]1[CH:25]=[CH:24][CH:23]=[CH:22][C:19]=1C=C.F[C:27](F)(F)[C:28](O)=O, predict the reaction product. The product is: [CH2:27]([O:15][C:13]([CH:12]1[CH2:10][CH:11]([C:19]2[CH:22]=[CH:23][CH:24]=[CH:25][C:18]=2[F:17])[C:3]2[C:4](=[CH:6][C:7]([Cl:9])=[CH:8][C:2]=2[Cl:1])[NH:5]1)=[O:14])[CH3:28].